This data is from Full USPTO retrosynthesis dataset with 1.9M reactions from patents (1976-2016). The task is: Predict the reactants needed to synthesize the given product. (1) Given the product [P:28]([OH:32])([OH:31])([OH:30])=[O:29].[C:1]([CH:5]1[CH2:6][CH2:7][N:8]([CH2:11][C:12]2[CH:17]=[CH:16][C:15]([C@H:18]([NH:23][S:24]([CH3:27])(=[O:26])=[O:25])[C:19]([F:22])([F:21])[F:20])=[CH:14][CH:13]=2)[CH2:9][CH2:10]1)([CH3:4])([CH3:2])[CH3:3], predict the reactants needed to synthesize it. The reactants are: [C:1]([CH:5]1[CH2:10][CH2:9][N:8]([CH2:11][C:12]2[CH:17]=[CH:16][C:15]([C@H:18]([NH:23][S:24]([CH3:27])(=[O:26])=[O:25])[C:19]([F:22])([F:21])[F:20])=[CH:14][CH:13]=2)[CH2:7][CH2:6]1)([CH3:4])([CH3:3])[CH3:2].[P:28](=[O:32])([OH:31])([OH:30])[OH:29]. (2) Given the product [CH2:3]1[C:2]2([CH2:7][O:9][C:11]3([CH2:12][CH2:16][CH2:15][CH2:14][CH2:13]3)[NH:1]2)[CH2:6][CH2:5][CH2:4]1, predict the reactants needed to synthesize it. The reactants are: [NH2:1][C:2]1([C:7]([OH:9])=O)[CH2:6][CH2:5][CH2:4][CH2:3]1.O[CH2:11][C:12]1(N)[CH2:16][CH2:15][CH2:14][CH2:13]1.OCCN.C1(=O)CCCCC1. (3) Given the product [CH2:1]([O:8][C:9]1[CH:14]=[CH:13][C:12]([C:15]2[CH:20]=[CH:19][C:18]([O:21][C:22]([F:24])([F:25])[F:23])=[CH:17][CH:16]=2)=[CH:11][C:10]=1[CH2:26][CH2:27][C:28]([OH:30])=[O:29])[C:2]1[CH:3]=[CH:4][CH:5]=[CH:6][CH:7]=1, predict the reactants needed to synthesize it. The reactants are: [CH2:1]([O:8][C:9]1[CH:14]=[CH:13][C:12]([C:15]2[CH:20]=[CH:19][C:18]([O:21][C:22]([F:25])([F:24])[F:23])=[CH:17][CH:16]=2)=[CH:11][C:10]=1/[CH:26]=[CH:27]/[C:28]([OH:30])=[O:29])[C:2]1[CH:7]=[CH:6][CH:5]=[CH:4][CH:3]=1.